From a dataset of Reaction yield outcomes from USPTO patents with 853,638 reactions. Predict the reaction yield, written as a fraction of the theoretical maximum amount of product (1.0 means a 100% yield; for example, 0.34 means a 34% yield). (1) The reactants are [Cl:1][C:2]1[C:10]2[N:9]=[C:8]3[NH:11][CH2:12][CH2:13][CH2:14][CH2:15][N:7]3[C:6]=2[C:5]([CH:16]([CH2:19][CH3:20])[CH2:17][CH3:18])=[CH:4][CH:3]=1.Br[C:22]1[C:27]([CH3:28])=[CH:26][C:25]([N+:29]([O-:31])=[O:30])=[CH:24][N:23]=1.N1C=CC=CC=1C1C=CC=CN=1.C(=O)([O-])[O-].[Cs+].[Cs+]. The catalyst is CN1CCCC1=O.C(OCC)(=O)C.[Cu]I. The product is [Cl:1][C:2]1[C:10]2[N:9]=[C:8]3[N:11]([C:22]4[C:27]([CH3:28])=[CH:26][C:25]([N+:29]([O-:31])=[O:30])=[CH:24][N:23]=4)[CH2:12][CH2:13][CH2:14][CH2:15][N:7]3[C:6]=2[C:5]([CH:16]([CH2:19][CH3:20])[CH2:17][CH3:18])=[CH:4][CH:3]=1. The yield is 0.400. (2) The reactants are [Br:1][C:2]1[C:3](F)=[C:4]2[C:10]([NH:11][C:12](=[O:19])[C:13]3[CH:18]=[CH:17][CH:16]=[N:15][CH:14]=3)=[CH:9][NH:8][C:5]2=[N:6][CH:7]=1.[NH:21]1[CH2:24][CH:23]([NH:25][C:26](=[O:32])[O:27][C:28]([CH3:31])([CH3:30])[CH3:29])[CH2:22]1. The catalyst is CCCCO. The product is [Br:1][C:2]1[C:3]([N:21]2[CH2:24][CH:23]([NH:25][C:26](=[O:32])[O:27][C:28]([CH3:30])([CH3:29])[CH3:31])[CH2:22]2)=[C:4]2[C:10]([NH:11][C:12](=[O:19])[C:13]3[CH:18]=[CH:17][CH:16]=[N:15][CH:14]=3)=[CH:9][NH:8][C:5]2=[N:6][CH:7]=1. The yield is 0.370. (3) The reactants are C(N(CC)CC)C.[Cl:8][C:9]1[CH:14]=[CH:13][C:12]([S:15](Cl)(=[O:17])=[O:16])=[CH:11][CH:10]=1.Cl.Cl.[Cl:21][C:22]1[CH:27]=[C:26]([Cl:28])[CH:25]=[CH:24][C:23]=1[C:29]1[NH:33][C:32](=[O:34])[C:31]2([CH2:39][CH2:38][NH:37][CH2:36][CH2:35]2)[N:30]=1. The catalyst is ClCCl. The product is [Cl:8][C:9]1[CH:14]=[CH:13][C:12]([S:15]([N:37]2[CH2:36][CH2:35][C:31]3([N:30]=[C:29]([C:23]4[CH:24]=[CH:25][C:26]([Cl:28])=[CH:27][C:22]=4[Cl:21])[NH:33][C:32]3=[O:34])[CH2:39][CH2:38]2)(=[O:17])=[O:16])=[CH:11][CH:10]=1. The yield is 0.960. (4) The reactants are [Br:1][C:2]1[CH:7]=[CH:6][C:5]([C:8]2[CH:12]=[CH:11][NH:10][N:9]=2)=[CH:4][CH:3]=1.[O:13]1[CH:18]=[CH:17][CH2:16][CH2:15][CH2:14]1. The catalyst is C1(C)C=CC=CC=1.FC(F)(F)C(O)=O. The product is [Br:1][C:2]1[CH:3]=[CH:4][C:5]([C:8]2[CH:12]=[CH:11][N:10]([CH:14]3[CH2:15][CH2:16][CH2:17][CH2:18][O:13]3)[N:9]=2)=[CH:6][CH:7]=1. The yield is 0.940. (5) The reactants are C[Si](C)(C)CCOC[N:7]1[C:11]2[N:12]=[CH:13][N:14]=[C:15]([C:16]3[S:20][C:19]([CH:21]([CH2:25][C:26]#[N:27])[CH2:22][C:23]#[N:24])=[N:18][CH:17]=3)[C:10]=2[CH:9]=[CH:8]1.C(O)(C(F)(F)F)=O. The catalyst is C(Cl)Cl. The product is [N:12]1[C:11]2[NH:7][CH:8]=[CH:9][C:10]=2[C:15]([C:16]2[S:20][C:19]([CH:21]([CH2:25][C:26]#[N:27])[CH2:22][C:23]#[N:24])=[N:18][CH:17]=2)=[N:14][CH:13]=1. The yield is 0.620. (6) The reactants are [OH-].[Na+].Cl.[CH3:4][C:5]1[CH:10]=[CH:9][N:8]=[C:7]([SH:11])[N:6]=1.I[CH3:13]. The product is [CH3:4][C:5]1[CH:10]=[CH:9][N:8]=[C:7]([S:11][CH3:13])[N:6]=1. The yield is 0.860. The catalyst is O. (7) The reactants are C(=O)([O-])[O-].[K+].[K+].[Cl:7][C:8]1[C:17]2[C:12](=[CH:13][C:14]([O:18][CH3:19])=[CH:15][CH:16]=2)[C:11]([OH:20])=[CH:10][N:9]=1.Br[CH2:22][CH:23]([F:25])[F:24]. The catalyst is O. The product is [Cl:7][C:8]1[C:17]2[C:12](=[CH:13][C:14]([O:18][CH3:19])=[CH:15][CH:16]=2)[C:11]([O:20][CH2:22][CH:23]([F:25])[F:24])=[CH:10][N:9]=1. The yield is 0.820. (8) The reactants are C(OC(=O)[NH:7][C@H:8]([C:10]1[N:14]([CH:15]2[CH2:20][CH2:19][O:18][CH2:17][CH2:16]2)[C:13]2[CH:21]=[CH:22][CH:23]=[CH:24][C:12]=2[N:11]=1)[CH3:9])(C)(C)C.C(O)(C(F)(F)F)=O. The catalyst is C(Cl)Cl. The product is [O:18]1[CH2:17][CH2:16][CH:15]([N:14]2[C:13]3[CH:21]=[CH:22][CH:23]=[CH:24][C:12]=3[N:11]=[C:10]2[C@@H:8]([NH2:7])[CH3:9])[CH2:20][CH2:19]1. The yield is 0.320. (9) The reactants are Cl[C:2]1[N:7]=[C:6]([Cl:8])[N:5]=[C:4]([N:9]([CH3:16])[C:10]2[CH:15]=[CH:14][CH:13]=[CH:12][CH:11]=2)[N:3]=1.[NH3:17]. The catalyst is C1COCC1. The product is [Cl:8][C:6]1[N:5]=[C:4]([N:9]([CH3:16])[C:10]2[CH:15]=[CH:14][CH:13]=[CH:12][CH:11]=2)[N:3]=[C:2]([NH2:17])[N:7]=1. The yield is 1.10.